From a dataset of Full USPTO retrosynthesis dataset with 1.9M reactions from patents (1976-2016). Predict the reactants needed to synthesize the given product. (1) Given the product [CH:51]([N:44]([CH:41]([CH3:43])[CH3:42])[CH2:45][CH2:46][N:47]([CH:48]([CH3:50])[CH3:49])[C:7](=[O:8])[C:6]1[CH:10]=[CH:11][C:12]([C:13]2[CH:14]=[C:15]3[C:20](=[C:21]([O:23][CH2:24][O:25][CH2:26][CH2:27][Si:28]([CH3:30])([CH3:31])[CH3:29])[CH:22]=2)[N:19]=[CH:18][N:17]([CH2:32][O:33][CH2:34][CH2:35][Si:36]([CH3:39])([CH3:37])[CH3:38])[C:16]3=[O:40])=[C:4]([CH2:3][O:2][CH3:1])[CH:5]=1)([CH3:53])[CH3:52], predict the reactants needed to synthesize it. The reactants are: [CH3:1][O:2][CH2:3][C:4]1[CH:5]=[C:6]([CH:10]=[CH:11][C:12]=1[C:13]1[CH:14]=[C:15]2[C:20](=[C:21]([O:23][CH2:24][O:25][CH2:26][CH2:27][Si:28]([CH3:31])([CH3:30])[CH3:29])[CH:22]=1)[N:19]=[CH:18][N:17]([CH2:32][O:33][CH2:34][CH2:35][Si:36]([CH3:39])([CH3:38])[CH3:37])[C:16]2=[O:40])[C:7](O)=[O:8].[CH:41]([N:44]([CH:51]([CH3:53])[CH3:52])[CH2:45][CH2:46][NH:47][CH:48]([CH3:50])[CH3:49])([CH3:43])[CH3:42].C(N(CC)C(C)C)(C)C.F[P-](F)(F)(F)(F)F.N1(OC(N(C)C)=[N+](C)C)C2N=CC=CC=2N=N1. (2) The reactants are: C([Si](CC)(CC)[O:4][CH2:5][CH2:6][C:7]#[C:8][Si:9]([CH2:14][CH3:15])([CH2:12][CH3:13])[CH2:10][CH3:11])C.Cl.CCCCCC.O. Given the product [CH2:14]([Si:9]([CH2:10][CH3:11])([CH2:12][CH3:13])[C:8]#[C:7][CH2:6][CH2:5][OH:4])[CH3:15], predict the reactants needed to synthesize it. (3) Given the product [F:1][C:2]1[CH:3]=[C:4]([C:24]#[C:23][Si:20]([CH3:22])([CH3:21])[CH3:19])[C:5]([NH2:8])=[N:6][CH:7]=1, predict the reactants needed to synthesize it. The reactants are: [F:1][C:2]1[CH:3]=[C:4](I)[C:5]([NH2:8])=[N:6][CH:7]=1.N#N.CCN(CC)CC.[CH3:19][Si:20]([C:23]#[CH:24])([CH3:22])[CH3:21]. (4) Given the product [C:33]1([C:37]2[CH:38]=[CH:39][CH:40]=[CH:41][CH:42]=2)[CH:34]=[CH:35][CH:36]=[C:31]([NH:30][C:29]([N:17]2[CH2:18][CH2:19][N:14]([CH2:13][CH2:12][CH2:11][CH2:10][N:8]3[CH2:7][CH2:6][C:3]4([CH2:4][CH2:5]4)[C@H:2]([OH:1])[CH2:9]3)[C:15](=[O:21])[C@@H:16]2[CH3:20])=[O:28])[CH:32]=1, predict the reactants needed to synthesize it. The reactants are: [OH:1][C@@H:2]1[CH2:9][N:8]([CH2:10][CH2:11][CH2:12][CH2:13][N:14]2[CH2:19][CH2:18][NH:17][C@@H:16]([CH3:20])[C:15]2=[O:21])[CH2:7][CH2:6][C:3]21[CH2:5][CH2:4]2.C1([O:28][C:29](=O)[NH:30][C:31]2[CH:32]=[C:33]([C:37]3[CH:42]=[CH:41][CH:40]=[CH:39][CH:38]=3)[CH:34]=[CH:35][CH:36]=2)C=CC=CC=1. (5) Given the product [F:13][C:10]1[CH:11]=[CH:12][C:7]([CH2:6][N:5]2[CH2:4][CH:3]([OH:14])[CH2:2]2)=[CH:8][CH:9]=1, predict the reactants needed to synthesize it. The reactants are: Cl[CH2:2][CH:3]([OH:14])[CH2:4][NH:5][CH2:6][C:7]1[CH:12]=[CH:11][C:10]([F:13])=[CH:9][CH:8]=1.C(=O)(O)[O-].[Na+]. (6) Given the product [ClH:12].[CH:8]1[CH:7]=[CH:6][C:5]2[CH2:4][CH2:3][N:2]3[C:10]=2[C:9]=1[C:17]1[CH2:18][NH:13][CH2:14][CH2:15][C:16]=13, predict the reactants needed to synthesize it. The reactants are: N[N:2]1[C:10]2[C:5](=[CH:6][CH:7]=[CH:8][CH:9]=2)[CH2:4][CH2:3]1.O.[ClH:12].[NH:13]1[CH2:18][CH2:17][CH2:16][CH2:15][C:14]1=O. (7) Given the product [CH3:1][O:2][C:3]1[C:19]([NH:20][C:24]2[N:29]=[CH:28][C:27]3=[CH:30][CH:31]=[C:32]([C:33]4[CH:38]=[CH:37][CH:36]=[CH:35][C:34]=4[N:39]([CH3:44])[S:40]([CH3:43])(=[O:42])=[O:41])[N:26]3[N:25]=2)=[CH:18][C:6]2[CH2:7][CH2:8][CH2:9][CH:10]([N:12]3[CH2:13][CH2:14][O:15][CH2:16][CH2:17]3)[CH2:11][C:5]=2[CH:4]=1, predict the reactants needed to synthesize it. The reactants are: [CH3:1][O:2][C:3]1[C:19]([NH2:20])=[CH:18][C:6]2[CH2:7][CH2:8][CH2:9][CH:10]([N:12]3[CH2:17][CH2:16][O:15][CH2:14][CH2:13]3)[CH2:11][C:5]=2[CH:4]=1.CS([C:24]1[N:29]=[CH:28][C:27]2=[CH:30][CH:31]=[C:32]([C:33]3[CH:38]=[CH:37][CH:36]=[CH:35][C:34]=3[N:39]([CH3:44])[S:40]([CH3:43])(=[O:42])=[O:41])[N:26]2[N:25]=1)=O.C(O)(C(F)(F)F)=O.